Dataset: Full USPTO retrosynthesis dataset with 1.9M reactions from patents (1976-2016). Task: Predict the reactants needed to synthesize the given product. (1) Given the product [F:16][C:17]1([F:23])[CH2:19][CH:18]1[C:20]([NH:3][NH:2][C:4]([C@H:6]1[CH2:7][CH2:8][C@H:9]([C:12]([O:14][CH3:15])=[O:13])[CH2:10][CH2:11]1)=[O:5])=[O:21], predict the reactants needed to synthesize it. The reactants are: Cl.[NH:2]([C:4]([C@H:6]1[CH2:11][CH2:10][C@H:9]([C:12]([O:14][CH3:15])=[O:13])[CH2:8][CH2:7]1)=[O:5])[NH2:3].[F:16][C:17]1([F:23])[CH2:19][CH:18]1[C:20](O)=[O:21].CCN=C=NCCCN(C)C.Cl.C1C=CC2N(O)N=NC=2C=1.O.C(N(CC)CC)C. (2) Given the product [NH2:1][C:2]1[C:7]([C:8]([NH2:10])=[O:9])=[C:6]([N:11]2[CH2:16][CH2:15][CH:14]([C:17]3[N:18]([CH2:33][CH2:49][NH:53][CH:52]([CH3:54])[CH3:51])[CH:19]=[C:20]([C:22]4[CH:27]=[CH:26][C:25]([F:28])=[C:24]([C:29]([F:32])([F:31])[F:30])[CH:23]=4)[N:21]=3)[CH2:13][CH2:12]2)[N:5]=[CH:4][N:3]=1, predict the reactants needed to synthesize it. The reactants are: [NH2:1][C:2]1[C:7]([C:8]([NH2:10])=[O:9])=[C:6]([N:11]2[CH2:16][CH2:15][CH:14]([C:17]3[N:18]([CH3:33])[CH:19]=[C:20]([C:22]4[CH:27]=[CH:26][C:25]([F:28])=[C:24]([C:29]([F:32])([F:31])[F:30])[CH:23]=4)[N:21]=3)[CH2:13][CH2:12]2)[N:5]=[CH:4][N:3]=1.NC1C(C#N)=C(N2CCC([C:49]3N(CCNC(C)C)[CH:51]=[C:52]([C:54]4C=CC(F)=C(C(F)(F)F)C=4)[N:53]=3)CC2)N=CN=1. (3) The reactants are: [OH:1][C:2]1[CH:7]=[CH:6][C:5]([N:8]2[C:13](=[O:14])[C:12]([CH2:15][C:16]3[CH:21]=[CH:20][C:19]([C:22]4[C:23]([C:28]#[N:29])=[CH:24][CH:25]=[CH:26][CH:27]=4)=[CH:18][CH:17]=3)=[C:11]([CH2:30][CH2:31][CH3:32])[N:10]=[C:9]2[CH3:33])=[CH:4][CH:3]=1.[O:34]1[CH2:39][CH2:38][CH2:37][CH2:36][CH:35]1[O:40][CH:41]1[CH2:46][CH2:45][CH:44](O)[CH2:43][CH2:42]1.C1(P(C2C=CC=CC=2)C2C=CC=CC=2)C=CC=CC=1.[N:68]([C:69]([O:71]C(C)C)=[O:70])=[N:68][C:69]([O:71]C(C)C)=[O:70].Cl.NO.C(=O)([O-])O.[Na+]. Given the product [CH3:33][C:9]1[N:8]([C:5]2[CH:4]=[CH:3][C:2]([O:1][CH:44]3[CH2:45][CH2:46][CH:41]([O:40][CH:35]4[CH2:36][CH2:37][CH2:38][CH2:39][O:34]4)[CH2:42][CH2:43]3)=[CH:7][CH:6]=2)[C:13](=[O:14])[C:12]([CH2:15][C:16]2[CH:21]=[CH:20][C:19]([C:22]3[CH:27]=[CH:26][CH:25]=[CH:24][C:23]=3[C:28]3[NH:68][C:69](=[O:70])[O:71][N:29]=3)=[CH:18][CH:17]=2)=[C:11]([CH2:30][CH2:31][CH3:32])[N:10]=1, predict the reactants needed to synthesize it. (4) Given the product [F:1][C:2]1[CH:3]=[CH:4][C:5]([C:8]2[N:12]=[C:11]([CH:13]3[CH2:18][CH2:17][N:16]([C:42](=[O:43])[CH2:41][C:36]4[CH:37]=[CH:38][CH:39]=[CH:40][C:35]=4[O:34][CH3:33])[CH2:15][CH2:14]3)[N:10]([C:19]3[N:20]=[CH:21][CH:22]=[CH:23][N:24]=3)[N:9]=2)=[CH:6][CH:7]=1, predict the reactants needed to synthesize it. The reactants are: [F:1][C:2]1[CH:7]=[CH:6][C:5]([C:8]2[N:12]=[C:11]([CH:13]3[CH2:18][CH2:17][NH:16][CH2:15][CH2:14]3)[N:10]([C:19]3[N:24]=[CH:23][CH:22]=[CH:21][N:20]=3)[N:9]=2)=[CH:4][CH:3]=1.Cl.C(N(CC)CC)C.[CH3:33][O:34][C:35]1[CH:40]=[CH:39][CH:38]=[CH:37][C:36]=1[CH2:41][C:42](O)=[O:43].CN(C(ON1N=NC2C=CC=NC1=2)=[N+](C)C)C.F[P-](F)(F)(F)(F)F. (5) Given the product [CH:20]1([CH2:23][N:5]2[C:6]([C:11]([NH2:13])=[O:12])=[C:7]([N+:8]([O-:10])=[O:9])[C:3]([CH2:1][CH3:2])=[N:4]2)[CH2:22][CH2:21]1, predict the reactants needed to synthesize it. The reactants are: [CH2:1]([C:3]1[C:7]([N+:8]([O-:10])=[O:9])=[C:6]([C:11]([NH2:13])=[O:12])[NH:5][N:4]=1)[CH3:2].C(=O)([O-])[O-].[Cs+].[Cs+].[CH:20]1([CH2:23]Br)[CH2:22][CH2:21]1. (6) Given the product [C:7]([C:4]1[CH:5]=[CH:6][N:1]=[CH:2][CH:3]=1)(=[O:10])[CH:8]=[CH2:9], predict the reactants needed to synthesize it. The reactants are: [N:1]1[CH:6]=[CH:5][CH:4]=[CH:3][CH:2]=1.[C:7](Cl)(=[O:10])[CH:8]=[CH2:9].[Cl-].[Al+3].[Cl-].[Cl-].